From a dataset of Peptide-MHC class II binding affinity with 134,281 pairs from IEDB. Regression. Given a peptide amino acid sequence and an MHC pseudo amino acid sequence, predict their binding affinity value. This is MHC class II binding data. (1) The MHC is DRB1_0405 with pseudo-sequence DRB1_0405. The binding affinity (normalized) is 0.374. The peptide sequence is LAAAAAWDALAAELY. (2) The peptide sequence is ITAMSEVQKVSQPAT. The MHC is DRB1_0802 with pseudo-sequence DRB1_0802. The binding affinity (normalized) is 0.415.